From a dataset of Forward reaction prediction with 1.9M reactions from USPTO patents (1976-2016). Predict the product of the given reaction. The product is: [NH2:12][C:10]1[S:11][C:7]2[C:8](=[C:13]([SH:15])[CH:14]=[C:5]([C:1]([CH3:3])([CH3:2])[CH3:4])[CH:6]=2)[N:9]=1. Given the reactants [C:1]([C:5]1[CH:14]=[C:13]([S:15]C#N)[C:8]2[N:9]=[C:10]([NH2:12])[S:11][C:7]=2[CH:6]=1)([CH3:4])([CH3:3])[CH3:2].SC[C@H]([C@@H](CS)O)O.P([O-])([O-])([O-])=O, predict the reaction product.